Dataset: Full USPTO retrosynthesis dataset with 1.9M reactions from patents (1976-2016). Task: Predict the reactants needed to synthesize the given product. (1) Given the product [C:23]([C:4]1[S:5][C:6]([C:7]([N:9]2[CH2:14][CH2:13][N:12]([CH2:15][CH2:16][N:17]([CH3:18])[CH3:19])[C:11](=[O:20])[C:10]2([CH3:21])[CH3:22])=[O:8])=[C:2]([NH:1][C:35]([NH:34][C:30]2[CH:31]=[CH:32][CH:33]=[C:28]([Cl:27])[C:29]=2[Cl:37])=[O:36])[CH:3]=1)([CH3:26])([CH3:25])[CH3:24], predict the reactants needed to synthesize it. The reactants are: [NH2:1][C:2]1[CH:3]=[C:4]([C:23]([CH3:26])([CH3:25])[CH3:24])[S:5][C:6]=1[C:7]([N:9]1[CH2:14][CH2:13][N:12]([CH2:15][CH2:16][N:17]([CH3:19])[CH3:18])[C:11](=[O:20])[C:10]1([CH3:22])[CH3:21])=[O:8].[Cl:27][C:28]1[C:29]([Cl:37])=[C:30]([N:34]=[C:35]=[O:36])[CH:31]=[CH:32][CH:33]=1.C1COCC1. (2) Given the product [Cl:1][C:2]1[CH:3]=[C:4]2[C:9](=[C:10]([CH3:12])[CH:11]=1)[NH:8][C:7](=[O:13])[C:6]([CH2:14][NH:16][C:17]1[CH:24]=[CH:23][C:20]([C:21]#[N:22])=[C:19]([O:25][CH3:26])[CH:18]=1)=[CH:5]2, predict the reactants needed to synthesize it. The reactants are: [Cl:1][C:2]1[CH:3]=[C:4]2[C:9](=[C:10]([CH3:12])[CH:11]=1)[NH:8][C:7](=[O:13])[C:6]([CH:14]=O)=[CH:5]2.[NH2:16][C:17]1[CH:24]=[CH:23][C:20]([C:21]#[N:22])=[C:19]([O:25][CH3:26])[CH:18]=1.C(O)(=O)C.C(O[BH-](OC(=O)C)OC(=O)C)(=O)C.[Na+]. (3) Given the product [CH2:38]([S:39][C:2]1[CH:15]=[C:14]2[C:5]([O:6][C:7]3[CH:8]=[CH:9][C:10]([CH2:16][CH2:17][CH:18]4[CH2:22][O:21][C:20]([CH3:24])([CH3:23])[N:19]4[C:25]([O:27][C:28]([CH3:31])([CH3:30])[CH3:29])=[O:26])=[CH:11][C:12]=3[CH2:13]2)=[CH:4][CH:3]=1)[C:32]1[CH:37]=[CH:36][CH:35]=[CH:34][CH:33]=1, predict the reactants needed to synthesize it. The reactants are: Br[C:2]1[CH:15]=[C:14]2[C:5]([O:6][C:7]3[CH:8]=[CH:9][C:10]([CH2:16][CH2:17][CH:18]4[CH2:22][O:21][C:20]([CH3:24])([CH3:23])[N:19]4[C:25]([O:27][C:28]([CH3:31])([CH3:30])[CH3:29])=[O:26])=[CH:11][C:12]=3[CH2:13]2)=[CH:4][CH:3]=1.[C:32]1([CH2:38][SH:39])[CH:37]=[CH:36][CH:35]=[CH:34][CH:33]=1.C1(P(C2C=CC=CC=2)C2C3OC4C(=CC=CC=4P(C4C=CC=CC=4)C4C=CC=CC=4)C(C)(C)C=3C=CC=2)C=CC=CC=1.C(N(CC)C(C)C)(C)C. (4) Given the product [C:18]([O:17][C:15]([NH:14][CH:11]1[CH2:10][CH2:9][NH:8][CH2:13][CH2:12]1)=[O:16])([CH3:21])([CH3:19])[CH3:20], predict the reactants needed to synthesize it. The reactants are: C([N:8]1[CH2:13][CH2:12][CH:11]([NH:14][C:15]([O:17][C:18]([CH3:21])([CH3:20])[CH3:19])=[O:16])[CH2:10][CH2:9]1)C1C=CC=CC=1.[H][H]. (5) Given the product [CH3:29][O:28][C:25]([C:26]1[CH:14]=[C:13]([S:15][CH3:19])[C:12]2[C:7](=[CH:8][C:9]([Cl:16])=[CH:10][CH:11]=2)[N:6]=1)=[O:27], predict the reactants needed to synthesize it. The reactants are: Cl.C(C1[CH:14]=[C:13]([SH:15])[C:12]2[C:7](=[CH:8][C:9]([Cl:16])=[CH:10][CH:11]=2)[N:6]=1)(O)=O.CI.[C:19](=O)([O-])[O-].[Cs+].[Cs+].[C:25]([O:28][CH2:29]C)(=[O:27])[CH3:26].